Dataset: Forward reaction prediction with 1.9M reactions from USPTO patents (1976-2016). Task: Predict the product of the given reaction. (1) Given the reactants [OH:1][C@H:2]1[CH2:7][CH2:6][CH2:5][CH2:4][C@@H:3]1[NH:8][C:9]([C:11]1[C:15]2=[N:16][CH:17]=[CH:18][C:19]([CH3:20])=[C:14]2[NH:13][CH:12]=1)=[O:10].C([O-])([O-])=O.[Cs+].[Cs+].Br[CH2:28][C:29]1[CH:34]=[CH:33][C:32]([O:35][CH3:36])=[CH:31][CH:30]=1, predict the reaction product. The product is: [OH:1][C@H:2]1[CH2:7][CH2:6][CH2:5][CH2:4][C@@H:3]1[NH:8][C:9]([C:11]1[C:15]2=[N:16][CH:17]=[CH:18][C:19]([CH3:20])=[C:14]2[N:13]([CH2:28][C:29]2[CH:34]=[CH:33][C:32]([O:35][CH3:36])=[CH:31][CH:30]=2)[CH:12]=1)=[O:10]. (2) Given the reactants [CH3:1]OC(OC)(C)C.[CH2:8]([O:10][C:11]([C:13]1[C:23]([CH2:24][CH2:25][C:26](=[O:33])[C:27]2[CH:32]=[CH:31][CH:30]=[CH:29][CH:28]=2)=[C:22]([OH:34])[C:16]2[N:17]=[C:18]([CH3:21])[N:19]([CH3:20])[C:15]=2[CH:14]=1)=[O:12])[CH3:9].CS(O)(=O)=O.C(=O)([O-])O.[Na+], predict the reaction product. The product is: [CH2:8]([O:10][C:11]([C:13]1[C:23]2[CH2:24][CH2:25][C:26]([O:33][CH3:1])([C:27]3[CH:32]=[CH:31][CH:30]=[CH:29][CH:28]=3)[O:34][C:22]=2[C:16]2[N:17]=[C:18]([CH3:21])[N:19]([CH3:20])[C:15]=2[CH:14]=1)=[O:12])[CH3:9]. (3) Given the reactants C1C(=O)N(Br)C(=O)C1.[Cl:9][C:10]1[C:15](/[C:16](/O)=[CH:17]\[C:18]2[CH:23]=[CH:22][N:21]=[C:20]([Cl:24])[N:19]=2)=[CH:14][CH:13]=[CH:12][C:11]=1[NH:26][S:27]([C:30]1[CH:35]=[C:34]([F:36])[CH:33]=[CH:32][C:31]=1[F:37])(=[O:29])=[O:28].[N:38]1([C:44](=[S:46])[NH2:45])[CH2:43][CH2:42][O:41][CH2:40][CH2:39]1, predict the reaction product. The product is: [Cl:9][C:10]1[C:15]([C:16]2[N:45]=[C:44]([N:38]3[CH2:43][CH2:42][O:41][CH2:40][CH2:39]3)[S:46][C:17]=2[C:18]2[CH:23]=[CH:22][N:21]=[C:20]([Cl:24])[N:19]=2)=[CH:14][CH:13]=[CH:12][C:11]=1[NH:26][S:27]([C:30]1[CH:35]=[C:34]([F:36])[CH:33]=[CH:32][C:31]=1[F:37])(=[O:29])=[O:28].